This data is from Reaction yield outcomes from USPTO patents with 853,638 reactions. The task is: Predict the reaction yield, written as a fraction of the theoretical maximum amount of product (1.0 means a 100% yield; for example, 0.34 means a 34% yield). (1) The reactants are [NH2:1][C:2]1[CH:7]=[CH:6][CH:5]=[CH:4][CH:3]=1.[Li].[CH2:9](I)[CH3:10].[NH4+].[Cl-]. The catalyst is CN1C(=O)N(C)CCC1.C1COCC1.COC(C)(C)C. The product is [CH2:9]([NH:1][C:2]1[CH:7]=[CH:6][CH:5]=[CH:4][CH:3]=1)[CH3:10]. The yield is 0.870. (2) The reactants are N1C(N)=C2C(N=CN2)=NC=1.[CH:11]1[N:16]=[C:15]([NH2:17])[C:14]2[N:18]=[CH:19][N:20]([CH2:21][CH2:22][O:23]CP(O)(O)=O)[C:13]=2[N:12]=1.CC(C)[O-].[Mg+2].CC(C)[O-].C1(=O)OCCO1. The catalyst is CN(C=O)C.[OH-].[Na+].C1(C)C=CC=CC=1. The product is [OH:23][CH2:22][CH2:21][N:20]1[CH:19]=[N:18][C:14]2[C:13]1=[N:12][CH:11]=[N:16][C:15]=2[NH2:17]. The yield is 0.900.